From a dataset of Forward reaction prediction with 1.9M reactions from USPTO patents (1976-2016). Predict the product of the given reaction. (1) Given the reactants [F:1][C:2]([F:28])([F:27])[C:3]1[CH:4]=[C:5]([CH:20]=[C:21]([C:23]([F:26])([F:25])[F:24])[CH:22]=1)[C:6]([NH:8][CH2:9][CH:10]1[CH2:15][CH2:14][N:13]([CH2:16][C:17](O)=[O:18])[CH2:12][CH2:11]1)=[O:7].[CH:29]1([NH2:34])[CH2:33][CH2:32][CH2:31][CH2:30]1.CN(C(ON1N=NC2C=CC=NC1=2)=[N+](C)C)C.F[P-](F)(F)(F)(F)F.C([O-])(O)=O.[Na+], predict the reaction product. The product is: [CH:29]1([NH:34][C:17](=[O:18])[CH2:16][N:13]2[CH2:12][CH2:11][CH:10]([CH2:9][NH:8][C:6](=[O:7])[C:5]3[CH:20]=[C:21]([C:23]([F:25])([F:26])[F:24])[CH:22]=[C:3]([C:2]([F:27])([F:1])[F:28])[CH:4]=3)[CH2:15][CH2:14]2)[CH2:33][CH2:32][CH2:31][CH2:30]1. (2) Given the reactants Cl[C:2]1[NH:3][C:4](=[O:16])[C:5]2[C:10]([CH:11]=1)=[CH:9][CH:8]=[C:7]1[CH:12]=[CH:13][CH:14]=[CH:15][C:6]=21.[CH3:17][N:18]1[CH2:23][CH2:22][NH:21][CH2:20][CH2:19]1, predict the reaction product. The product is: [CH3:17][N:18]1[CH2:23][CH2:22][N:21]([C:2]2[NH:3][C:4](=[O:16])[C:5]3[C:10]([CH:11]=2)=[CH:9][CH:8]=[C:7]2[CH:12]=[CH:13][CH:14]=[CH:15][C:6]=32)[CH2:20][CH2:19]1. (3) Given the reactants [CH3:1][C:2]1([CH2:7][CH:8]=O)[O:6][CH2:5][CH2:4][O:3]1.C(OCC)(=O)CC(C)=O.O.C1(C)C=CC(S(O)(=O)=O)=CC=1.[H-].C([Al+]CC(C)C)C(C)C.[O:41]=[C:42]([CH:44](P(=O)(OCC)OCC)[CH2:45][CH2:46][CH2:47][CH2:48][CH3:49])[CH3:43], predict the reaction product. The product is: [CH3:1][C:2]1([CH2:7]/[CH:8]=[C:44](\[CH2:45][CH2:46][CH2:47][CH2:48][CH3:49])/[C:42](=[O:41])[CH3:43])[O:3][CH2:4][CH2:5][O:6]1.